Dataset: Reaction yield outcomes from USPTO patents with 853,638 reactions. Task: Predict the reaction yield, written as a fraction of the theoretical maximum amount of product (1.0 means a 100% yield; for example, 0.34 means a 34% yield). (1) The reactants are Cl[C:2]1[CH:7]=[C:6]([Cl:8])[N:5]=[C:4]([C:9]2[CH:14]=[CH:13][C:12]([F:15])=[CH:11][CH:10]=2)[N:3]=1.[F:16][C:17]([F:27])([F:26])[O:18][C:19]1[CH:25]=[CH:24][C:22]([NH2:23])=[CH:21][CH:20]=1.C(N(CC)CC)C. The catalyst is C(O)CCC. The product is [Cl:8][C:6]1[N:5]=[C:4]([C:9]2[CH:14]=[CH:13][C:12]([F:15])=[CH:11][CH:10]=2)[N:3]=[C:2]([NH:23][C:22]2[CH:24]=[CH:25][C:19]([O:18][C:17]([F:16])([F:26])[F:27])=[CH:20][CH:21]=2)[CH:7]=1. The yield is 0.500. (2) The reactants are [NH2:1][C:2]1[C:7]([CH2:8][N:9]([C:16]2[CH:21]=[CH:20][CH:19]=[CH:18][CH:17]=2)[CH2:10][C:11](OCC)=[O:12])=[CH:6][C:5]([Br:22])=[CH:4][N:3]=1.[H-].[Na+].O. The catalyst is CS(C)=O. The product is [Br:22][C:5]1[CH:4]=[N:3][C:2]2[NH:1][C:11](=[O:12])[CH2:10][N:9]([C:16]3[CH:21]=[CH:20][CH:19]=[CH:18][CH:17]=3)[CH2:8][C:7]=2[CH:6]=1. The yield is 0.990. (3) The reactants are C1(P(=O)(C2C=CC=CC=2)C2C=CC=CC=2)C=CC=CC=1.FC(F)(F)S(OS(C(F)(F)F)(=O)=O)(=O)=O.C([S:43][C:44]([CH3:76])([CH2:68][CH2:69][N:70]1[CH2:75][CH2:74][O:73][CH2:72][CH2:71]1)[CH2:45][NH:46][C:47]([C:49]1[NH:50][C:51]2[C:56]([CH:57]=1)=[CH:55][CH:54]=[CH:53][C:52]=2[N:58]([CH3:67])[S:59]([C:62]1[S:63][CH:64]=[CH:65][CH:66]=1)(=[O:61])=[O:60])=O)C1C=CC=CC=1.C(=O)([O-])O.[Na+]. The catalyst is C(#N)C. The product is [CH3:67][N:58]([C:52]1[CH:53]=[CH:54][CH:55]=[C:56]2[C:51]=1[NH:50][C:49]([C:47]1[S:43][C:44]([CH3:76])([CH2:68][CH2:69][N:70]3[CH2:75][CH2:74][O:73][CH2:72][CH2:71]3)[CH2:45][N:46]=1)=[CH:57]2)[S:59]([C:62]1[S:63][CH:64]=[CH:65][CH:66]=1)(=[O:61])=[O:60]. The yield is 0.700. (4) The reactants are [OH:1][C:2]([C@@:5]1([C:18]([N:20]2[CH2:25][CH2:24][N:23]([C:26]3[CH:31]=[C:30]([C:32]([F:35])([F:34])[F:33])[CH:29]=[CH:28][N:27]=3)[CH2:22][CH2:21]2)=[O:19])[CH2:9][CH2:8][CH:7]([NH:10]C(=O)OC(C)(C)C)[CH2:6]1)([CH3:4])[CH3:3].[ClH:36]. The catalyst is CCOCC.C1COCC1. The product is [ClH:36].[ClH:36].[NH2:10][C@H:7]1[CH2:8][CH2:9][C@@:5]([C:2]([OH:1])([CH3:3])[CH3:4])([C:18]([N:20]2[CH2:21][CH2:22][N:23]([C:26]3[CH:31]=[C:30]([C:32]([F:34])([F:35])[F:33])[CH:29]=[CH:28][N:27]=3)[CH2:24][CH2:25]2)=[O:19])[CH2:6]1. The yield is 0.987. (5) The catalyst is O1CCCC1. The product is [Cl:19][C:15]1[CH:14]=[C:13]2[C:18](=[CH:17][CH:16]=1)[N:10]([C:9]1[N:8]([CH3:20])[N:7]=[C:6]([CH3:21])[C:5]=1[CH2:4][CH2:3][O:2][NH:1][C:30](=[O:31])[O:32][CH2:33][CH2:34][CH2:35][CH3:36])[CH:11]=[CH:12]2. The reactants are [NH2:1][O:2][CH2:3][CH2:4][C:5]1[C:6]([CH3:21])=[N:7][N:8]([CH3:20])[C:9]=1[N:10]1[C:18]2[C:13](=[CH:14][C:15]([Cl:19])=[CH:16][CH:17]=2)[CH:12]=[CH:11]1.C(N(CC)CC)C.Cl[C:30]([O:32][CH2:33][CH2:34][CH2:35][CH3:36])=[O:31]. The yield is 0.350.